From a dataset of HIV replication inhibition screening data with 41,000+ compounds from the AIDS Antiviral Screen. Binary Classification. Given a drug SMILES string, predict its activity (active/inactive) in a high-throughput screening assay against a specified biological target. The compound is CC1=C2C(=O)OC(c3ccoc3)C2(C)CCC1. The result is 0 (inactive).